This data is from Full USPTO retrosynthesis dataset with 1.9M reactions from patents (1976-2016). The task is: Predict the reactants needed to synthesize the given product. (1) Given the product [CH3:30][C:20]1[CH:25]=[CH:24][C:23]([S:26]([O:18][CH2:17][CH:14]2[CH2:13][C:12]3[CH:11]=[CH:10][C:9]([Cl:19])=[C:8]([C:3]4[CH:4]=[CH:5][CH:6]=[CH:7][C:2]=4[Cl:1])[C:16]=3[O:15]2)(=[O:28])=[O:27])=[CH:22][CH:21]=1, predict the reactants needed to synthesize it. The reactants are: [Cl:1][C:2]1[CH:7]=[CH:6][CH:5]=[CH:4][C:3]=1[C:8]1[C:16]2[O:15][CH:14]([CH2:17][OH:18])[CH2:13][C:12]=2[CH:11]=[CH:10][C:9]=1[Cl:19].[C:20]1([CH3:30])[CH:25]=[CH:24][C:23]([S:26](Cl)(=[O:28])=[O:27])=[CH:22][CH:21]=1.CC1C=CC(S(OCC2CC3C(C(F)(F)F)=CC=C(Cl)C=3O2)(=O)=O)=CC=1. (2) Given the product [CH2:22]([O:1][C:2]1[C:10]([CH2:11][CH2:12][CH3:13])=[CH:9][C:5]2[O:6][CH2:7][O:8][C:4]=2[CH:3]=1)[C:21]#[CH:20], predict the reactants needed to synthesize it. The reactants are: [OH:1][C:2]1[C:10]([CH2:11][CH2:12][CH3:13])=[CH:9][C:5]2[O:6][CH2:7][O:8][C:4]=2[CH:3]=1.C(=O)([O-])[O-].[K+].[K+].[CH2:20](Br)[C:21]#[CH:22]. (3) Given the product [Cl:1][C:2]1[CH:7]=[CH:6][C:5]([C:8]2[CH:13]=[C:12]([C:14]([F:15])([F:17])[F:16])[N:11]3[N:18]=[CH:19][C:20]([C:21]#[C:22][C:25]4[CH:26]=[C:27]([S:30]([NH2:33])(=[O:32])=[O:31])[CH:28]=[CH:29][CH:24]=4)=[C:10]3[N:9]=2)=[CH:4][CH:3]=1, predict the reactants needed to synthesize it. The reactants are: [Cl:1][C:2]1[CH:7]=[CH:6][C:5]([C:8]2[CH:13]=[C:12]([C:14]([F:17])([F:16])[F:15])[N:11]3[N:18]=[CH:19][C:20]([C:21]#[CH:22])=[C:10]3[N:9]=2)=[CH:4][CH:3]=1.Br[C:24]1[CH:29]=[CH:28][C:27]([S:30]([NH2:33])(=[O:32])=[O:31])=[CH:26][CH:25]=1. (4) Given the product [F:1][C:2]1[CH:3]=[C:4]([CH:14]([NH:16][C:17]([C:19]2[N:20]=[C:21]([O:37][C:29]3[CH:30]=[C:31]([C:33]([F:34])([F:35])[F:36])[CH:32]=[C:27]([C:26]([F:25])([F:38])[F:39])[CH:28]=3)[O:22][CH:23]=2)=[O:18])[CH3:15])[CH:5]=[C:6]([F:13])[C:7]=1[NH:8][S:9]([CH3:12])(=[O:11])=[O:10], predict the reactants needed to synthesize it. The reactants are: [F:1][C:2]1[CH:3]=[C:4]([CH:14]([NH:16][C:17]([C:19]2[N:20]=[C:21](Cl)[O:22][CH:23]=2)=[O:18])[CH3:15])[CH:5]=[C:6]([F:13])[C:7]=1[NH:8][S:9]([CH3:12])(=[O:11])=[O:10].[F:25][C:26]([F:39])([F:38])[C:27]1[CH:28]=[C:29]([OH:37])[CH:30]=[C:31]([C:33]([F:36])([F:35])[F:34])[CH:32]=1. (5) Given the product [CH2:1]([O:8][C:9]([N:11]1[CH2:15][C@@H:14]([NH:16][C:34]([C:25]2[CH:26]=[CH:27][C:28]3[C:33](=[CH:32][CH:31]=[CH:30][CH:29]=3)[C:24]=2[OH:23])=[O:35])[CH2:13][C@H:12]1[C:17]1[O:18][C:19]([CH3:22])=[CH:20][N:21]=1)=[O:10])[C:2]1[CH:7]=[CH:6][CH:5]=[CH:4][CH:3]=1, predict the reactants needed to synthesize it. The reactants are: [CH2:1]([O:8][C:9]([N:11]1[CH2:15][C@@H:14]([NH2:16])[CH2:13][C@H:12]1[C:17]1[O:18][C:19]([CH3:22])=[CH:20][N:21]=1)=[O:10])[C:2]1[CH:7]=[CH:6][CH:5]=[CH:4][CH:3]=1.[OH:23][C:24]1[C:33]2[C:28](=[CH:29][CH:30]=[CH:31][CH:32]=2)[CH:27]=[CH:26][C:25]=1[C:34](O)=[O:35].